From a dataset of Forward reaction prediction with 1.9M reactions from USPTO patents (1976-2016). Predict the product of the given reaction. (1) Given the reactants [Cl:1][C:2]1[CH:3]=[C:4]([NH:9][C:10]2[C:19]3[C:14](=[CH:15][CH:16]=[C:17]([C:20]4[O:21][C:22]([CH:25]=O)=[CH:23][CH:24]=4)[CH:18]=3)[N:13]=[CH:12][N:11]=2)[CH:5]=[CH:6][C:7]=1[F:8].[CH2:27]([NH2:31])/[CH:28]=[CH:29]/[CH3:30].C(O[BH-](OC(=O)C)OC(=O)C)(=O)C.[Na+], predict the reaction product. The product is: [Cl:1][C:2]1[CH:3]=[C:4]([NH:9][C:10]2[C:19]3[C:14](=[CH:15][CH:16]=[C:17]([C:20]4[O:21][C:22]([CH2:25][NH:31][CH2:27][CH:28]=[CH:29][CH3:30])=[CH:23][CH:24]=4)[CH:18]=3)[N:13]=[CH:12][N:11]=2)[CH:5]=[CH:6][C:7]=1[F:8]. (2) Given the reactants [OH:1][N:2]1[C:11](=[O:12])[CH:10]2[CH:5]([CH:6]3[CH2:13][CH:9]2[CH:8]=[CH:7]3)[C:3]1=[O:4].Cl[CH2:15][CH2:16][S:17](Cl)(=[O:19])=[O:18].C(N(CC)CC)C.[CH:28]1([SH:34])[CH2:33][CH2:32][CH2:31][CH2:30][CH2:29]1, predict the reaction product. The product is: [CH:28]1([S:34][CH2:15][CH2:16][S:17]([O:1][N:2]2[C:11](=[O:12])[CH:10]3[CH:5]([CH:6]4[CH2:13][CH:9]3[CH:8]=[CH:7]4)[C:3]2=[O:4])(=[O:19])=[O:18])[CH2:33][CH2:32][CH2:31][CH2:30][CH2:29]1. (3) Given the reactants C(N(CC)CC)C.[C:8]([C:12]1[CH:13]=[C:14]([C:31](=[O:33])[CH3:32])[CH:15]=[C:16]([N:20]2[CH2:24][C@@H:23]([O:25][CH2:26][O:27][CH3:28])[C@H:22]([O:29][CH3:30])[CH2:21]2)[C:17]=1[O:18][CH3:19])([CH3:11])([CH3:10])[CH3:9].[Br:34]N1C(=O)CCC1=O, predict the reaction product. The product is: [Br:34][CH2:32][C:31]([C:14]1[CH:15]=[C:16]([N:20]2[CH2:24][C@@H:23]([O:25][CH2:26][O:27][CH3:28])[C@H:22]([O:29][CH3:30])[CH2:21]2)[C:17]([O:18][CH3:19])=[C:12]([C:8]([CH3:11])([CH3:9])[CH3:10])[CH:13]=1)=[O:33].